From a dataset of Reaction yield outcomes from USPTO patents with 853,638 reactions. Predict the reaction yield, written as a fraction of the theoretical maximum amount of product (1.0 means a 100% yield; for example, 0.34 means a 34% yield). (1) The yield is 0.280. The catalyst is C(Cl)(Cl)Cl. The product is [CH3:26][O:25][C:14]1[C:13]2[N:12]=[C:10]([NH:9][C:1](=[O:8])[C:2]3[CH:7]=[CH:6][CH:5]=[CH:4][CH:3]=3)[S:11][C:18]=2[C:17]([N:19]([CH2:21][CH2:22][O:23][CH3:24])[CH3:20])=[CH:16][CH:15]=1. The reactants are [C:1]([NH:9][C:10]([NH:12][C:13]1[CH:18]=[C:17]([N:19]([CH2:21][CH2:22][O:23][CH3:24])[CH3:20])[CH:16]=[CH:15][C:14]=1[O:25][CH3:26])=[S:11])(=[O:8])[C:2]1[CH:7]=[CH:6][CH:5]=[CH:4][CH:3]=1.BrBr. (2) The reactants are Br[C:2]1[CH:3]=[C:4]([C:8](=[O:10])[CH3:9])[CH:5]=[CH:6][CH:7]=1.[O:11]1[CH2:15][CH2:14][NH:13][C:12]1=[O:16]. No catalyst specified. The product is [C:8]([C:4]1[CH:3]=[C:2]([N:13]2[CH2:14][CH2:15][O:11][C:12]2=[O:16])[CH:7]=[CH:6][CH:5]=1)(=[O:10])[CH3:9]. The yield is 1.00. (3) The reactants are [C:1]([N:4]([C:39]1[CH:44]=[CH:43][C:42]([Cl:45])=[CH:41][CH:40]=1)[C@H:5]1[C:14]2[C:9](=[CH:10][CH:11]=[CH:12][CH:13]=2)[N:8]([C:15]([C:17]2[CH:22]=[CH:21][C:20]([CH:23]3[CH2:27][CH2:26][CH2:25][N:24]3C(OCC3C=CC=CC=3)=O)=[CH:19][CH:18]=2)=[O:16])[C@@H:7]([CH3:38])[CH2:6]1)(=[O:3])[CH3:2]. The catalyst is Br.C(O)(=O)C. The product is [Cl:45][C:42]1[CH:43]=[CH:44][C:39]([N:4]([C@H:5]2[C:14]3[C:9](=[CH:10][CH:11]=[CH:12][CH:13]=3)[N:8]([C:15](=[O:16])[C:17]3[CH:18]=[CH:19][C:20]([CH:23]4[CH2:27][CH2:26][CH2:25][NH:24]4)=[CH:21][CH:22]=3)[C@@H:7]([CH3:38])[CH2:6]2)[C:1](=[O:3])[CH3:2])=[CH:40][CH:41]=1. The yield is 0.910. (4) The reactants are [Cl:1][C:2]1[C:7]([CH2:8]O)=[CH:6][CH:5]=[CH:4][N:3]=1.S(Cl)([Cl:12])=O. The catalyst is C(Cl)(Cl)Cl.CN(C=O)C. The product is [Cl:1][C:2]1[C:7]([CH2:8][Cl:12])=[CH:6][CH:5]=[CH:4][N:3]=1. The yield is 0.890. (5) The reactants are [Cl:1][C:2]1[N:7]=[C:6](/[CH:8]=[C:9](/[C:11]2[CH:12]=[C:13]([NH:17][S:18]([C:21]3[C:26]([F:27])=[CH:25][CH:24]=[CH:23][C:22]=3[F:28])(=[O:20])=[O:19])[CH:14]=[CH:15][CH:16]=2)\O)[CH:5]=[CH:4][N:3]=1.C1C(=O)N(Br)C(=O)C1.[NH2:37][C:38]([NH2:40])=[S:39]. The catalyst is CC(N(C)C)=O. The product is [NH2:40][C:38]1[S:39][C:8]([C:6]2[CH:5]=[CH:4][N:3]=[C:2]([Cl:1])[N:7]=2)=[C:9]([C:11]2[CH:12]=[C:13]([NH:17][S:18]([C:21]3[C:26]([F:27])=[CH:25][CH:24]=[CH:23][C:22]=3[F:28])(=[O:20])=[O:19])[CH:14]=[CH:15][CH:16]=2)[N:37]=1. The yield is 0.675. (6) The reactants are [Si:1]([O:8][CH2:9][CH2:10][CH2:11][CH2:12][C:13]1[N:21]2[C:16]([C:17]([NH2:22])=[N:18][CH:19]=[N:20]2)=[CH:15][CH:14]=1)([C:4]([CH3:7])([CH3:6])[CH3:5])([CH3:3])[CH3:2].[Br:23]N1C(=O)C(C)(C)N(Br)C1=O. The catalyst is O1CCCC1. The product is [Br:23][C:15]1[CH:14]=[C:13]([CH2:12][CH2:11][CH2:10][CH2:9][O:8][Si:1]([C:4]([CH3:7])([CH3:5])[CH3:6])([CH3:2])[CH3:3])[N:21]2[C:16]=1[C:17]([NH2:22])=[N:18][CH:19]=[N:20]2. The yield is 0.900. (7) The reactants are [Br:1][C:2]1[CH:10]=[CH:9][C:5]([CH2:6][CH2:7][OH:8])=[CH:4][CH:3]=1.[CH3:11][C:12](OI1(OC(C)=O)(OC(C)=O)OC(=O)C2C=CC=CC1=2)=[O:13].C(O)CO. The catalyst is C(Cl)Cl.C1(C)C=CC=CC=1.O.C1(C)C=CC(S(O)(=O)=O)=CC=1. The product is [Br:1][C:2]1[CH:10]=[CH:9][C:5]([CH2:6][CH:7]2[O:13][CH2:12][CH2:11][O:8]2)=[CH:4][CH:3]=1. The yield is 0.490. (8) The reactants are [Cl:1][C:2]1[CH:12]=[CH:11][C:5]([CH2:6][NH:7][C:8](=O)[CH3:9])=[CH:4][CH:3]=1.B.CSC.Cl. The catalyst is C1COCC1. The product is [Cl:1][C:2]1[CH:3]=[CH:4][C:5]([CH2:6][NH:7][CH2:8][CH3:9])=[CH:11][CH:12]=1. The yield is 0.434. (9) The reactants are [O:1]1[CH2:6]C[CH2:4][O:3][CH:2]1[C:7]1[N:11]([CH3:12])[C:10]([C:13]2[S:21][C:20]3[C:15](=[N:16][CH:17]=[CH:18][C:19]=3[O:22][C:23]3[CH:28]=[CH:27][C:26]([N+:29]([O-:31])=[O:30])=[CH:25][C:24]=3[F:32])[CH:14]=2)=[N:9][CH:8]=1.CC1(C)C2(CS(O)(=O)=O)C(CC1CC2)=O.C([O-])(O)=O.[Na+]. The catalyst is CO. The product is [CH3:4][O:3][CH:2]([O:1][CH3:6])[C:7]1[N:11]([CH3:12])[C:10]([C:13]2[S:21][C:20]3[C:15](=[N:16][CH:17]=[CH:18][C:19]=3[O:22][C:23]3[CH:28]=[CH:27][C:26]([N+:29]([O-:31])=[O:30])=[CH:25][C:24]=3[F:32])[CH:14]=2)=[N:9][CH:8]=1. The yield is 0.740. (10) The reactants are [C:1]([NH:11][CH2:12][CH2:13][C:14]([OH:16])=[O:15])([O:3][CH2:4][C:5]1[CH:10]=[CH:9][CH:8]=[CH:7][CH:6]=1)=[O:2].BrCC(O[C:22]([CH3:25])([CH3:24])[CH3:23])=[O:20].C([O-])([O-])=O.[K+].[K+]. The catalyst is CC(C)=O. The product is [C:14]([OH:16])(=[O:15])[CH2:13][OH:20].[C:22]([N:11]([C:1]([O:3][CH2:4][C:5]1[CH:10]=[CH:9][CH:8]=[CH:7][CH:6]=1)=[O:2])[CH2:12][CH2:13][C:14]([OH:16])=[O:15])([CH3:25])([CH3:24])[CH3:23]. The yield is 0.990.